Task: Predict the product of the given reaction.. Dataset: Forward reaction prediction with 1.9M reactions from USPTO patents (1976-2016) (1) Given the reactants [CH3:1][C:2]1[CH:7]=[CH:6][C:5]([C:8]([CH3:10])=[O:9])=[CH:4][CH:3]=1.[Br:11]N1C(=O)CCC1=O.N(C(C)(C)C#N)=NC(C)(C)C#N, predict the reaction product. The product is: [Br:11][CH2:1][C:2]1[CH:7]=[CH:6][C:5]([C:8](=[O:9])[CH3:10])=[CH:4][CH:3]=1. (2) Given the reactants [CH:1]1([N:6]2[C:15]3[N:14]=[C:13]([N:16]4[CH:20]=[C:19]([CH2:21][C:22]#[N:23])[N:18]=[CH:17]4)[N:12]=[CH:11][C:10]=3[N:9]([CH3:24])[C:8](=[O:25])[C@H:7]2[CH2:26][CH3:27])[CH2:5][CH2:4][CH2:3][CH2:2]1, predict the reaction product. The product is: [NH2:23][CH2:22][CH2:21][C:19]1[N:18]=[CH:17][N:16]([C:13]2[N:12]=[CH:11][C:10]3[N:9]([CH3:24])[C:8](=[O:25])[C@@H:7]([CH2:26][CH3:27])[N:6]([CH:1]4[CH2:5][CH2:4][CH2:3][CH2:2]4)[C:15]=3[N:14]=2)[CH:20]=1. (3) Given the reactants Br[C:2]1[C:3]([NH2:14])=[CH:4][C:5]([N:8]2[CH2:13][CH2:12][O:11][CH2:10][CH2:9]2)=[N:6][CH:7]=1.CC1(C)C(C)(C)OB([C:23]2[CH2:28][CH2:27][N:26]([C:29]([O:31][C:32]([CH3:35])([CH3:34])[CH3:33])=[O:30])[CH2:25][CH:24]=2)O1.C(=O)([O-])[O-].[Na+].[Na+], predict the reaction product. The product is: [NH2:14][C:3]1[CH:4]=[C:5]([N:8]2[CH2:13][CH2:12][O:11][CH2:10][CH2:9]2)[N:6]=[CH:7][C:2]=1[C:23]1[CH2:28][CH2:27][N:26]([C:29]([O:31][C:32]([CH3:35])([CH3:34])[CH3:33])=[O:30])[CH2:25][CH:24]=1. (4) Given the reactants [F:1][C:2]1[CH:7]=[C:6]([I:8])[CH:5]=[CH:4][C:3]=1[NH:9][C:10]1[CH:18]=[N:17][CH:16]=[C:15]([O:19][CH2:20][CH2:21][CH:22]=[C:23]([CH3:25])[CH3:24])[C:11]=1[C:12]([NH2:14])=[O:13].[OH2:26].CC(C)=[O:29], predict the reaction product. The product is: [OH:26][CH:22]([C:23]([OH:29])([CH3:25])[CH3:24])[CH2:21][CH2:20][O:19][C:15]1[CH:16]=[N:17][CH:18]=[C:10]([NH:9][C:3]2[CH:4]=[CH:5][C:6]([I:8])=[CH:7][C:2]=2[F:1])[C:11]=1[C:12]([NH2:14])=[O:13]. (5) Given the reactants Cl.[F:2][C:3]1[CH:4]=[CH:5][C:6]2[N:15]=[C:14](N)[C:13]3[CH:12]=[C:11]([CH3:17])[S:10][C:9]=3[NH:8][C:7]=2[CH:18]=1.CC[OH:21].C(=O)([O-])[O-].[K+].[K+], predict the reaction product. The product is: [F:2][C:3]1[CH:4]=[CH:5][C:6]2[NH:15][C:14](=[O:21])[C:13]3[CH:12]=[C:11]([CH3:17])[S:10][C:9]=3[NH:8][C:7]=2[CH:18]=1. (6) Given the reactants [Br:1][C:2]1[CH:7]=[CH:6][CH:5]=[C:4]([CH2:8]O)[N:3]=1.P(Br)(Br)[Br:11], predict the reaction product. The product is: [Br:1][C:2]1[CH:7]=[CH:6][CH:5]=[C:4]([CH2:8][Br:11])[N:3]=1.